This data is from Forward reaction prediction with 1.9M reactions from USPTO patents (1976-2016). The task is: Predict the product of the given reaction. (1) Given the reactants [OH:1][C:2]1[CH:3]=[C:4]2[C:9](=[CH:10][CH:11]=1)[CH:8]=[C:7]([C@H:12]([CH3:16])[C:13]([OH:15])=[O:14])[CH:6]=[CH:5]2.FC(F)(F)C(OC(=O)C(F)(F)F)=O.[C:30](O)([CH3:33])([CH3:32])[CH3:31].[NH4+].[OH-], predict the reaction product. The product is: [OH:1][C:2]1[CH:3]=[C:4]2[C:9](=[CH:10][CH:11]=1)[CH:8]=[C:7]([C@H:12]([CH3:16])[C:13]([O:15][C:30]([CH3:33])([CH3:32])[CH3:31])=[O:14])[CH:6]=[CH:5]2. (2) Given the reactants [F:1][C:2]1[C:7]([F:8])=[CH:6][CH:5]=[CH:4][C:3]=1[C:9]1[N:34]=[C:12]2[CH:13]=[N:14][N:15]([CH2:17][C:18]3[O:22][N:21]=[C:20]([C:23]4[CH:33]=[CH:32][C:26]([O:27][CH2:28][CH2:29][CH2:30]O)=[CH:25][CH:24]=4)[CH:19]=3)[CH:16]=[C:11]2[N:10]=1.CS(Cl)(=O)=O.[NH:40]1[CH2:45][CH2:44][O:43][CH2:42][CH2:41]1.Cl, predict the reaction product. The product is: [F:1][C:2]1[C:7]([F:8])=[CH:6][CH:5]=[CH:4][C:3]=1[C:9]1[N:34]=[C:12]2[CH:13]=[N:14][N:15]([CH2:17][C:18]3[O:22][N:21]=[C:20]([C:23]4[CH:33]=[CH:32][C:26]([O:27][CH2:28][CH2:29][CH2:30][N:40]5[CH2:45][CH2:44][O:43][CH2:42][CH2:41]5)=[CH:25][CH:24]=4)[CH:19]=3)[CH:16]=[C:11]2[N:10]=1.